Dataset: Catalyst prediction with 721,799 reactions and 888 catalyst types from USPTO. Task: Predict which catalyst facilitates the given reaction. Reactant: [H-].[H-].[H-].[H-].[Li+].[Al+3].C([O:9][C:10](=O)[C:11]1[C:16]([S:17][CH3:18])=[CH:15][C:14]([C:19]2[C:24]([CH2:25][CH3:26])=[CH:23][CH:22]=[CH:21][C:20]=2[CH2:27][CH3:28])=[N:13][C:12]=1[CH3:29])C. Product: [CH2:27]([C:20]1[CH:21]=[CH:22][CH:23]=[C:24]([CH2:25][CH3:26])[C:19]=1[C:14]1[N:13]=[C:12]([CH3:29])[C:11]([CH2:10][OH:9])=[C:16]([S:17][CH3:18])[CH:15]=1)[CH3:28]. The catalyst class is: 1.